From a dataset of Catalyst prediction with 721,799 reactions and 888 catalyst types from USPTO. Predict which catalyst facilitates the given reaction. (1) Reactant: [Br:1][C:2]1[CH:7]=[CH:6][C:5](/[C:8](=[N:22]\[O:23][CH2:24][CH3:25])/[CH:9]2[CH2:14][CH2:13][N:12]([C:15]3([CH3:21])[CH2:20][CH2:19][NH:18][CH2:17][CH2:16]3)[CH2:11][CH2:10]2)=[CH:4][CH:3]=1.[N:26]1[C:35]2[C:30](=[CH:31][CH:32]=[CH:33][C:34]=2[C:36](O)=[O:37])[CH:29]=[CH:28][CH:27]=1.CCN(CC)CC.CN(C(ON1N=NC2C=CC=NC1=2)=[N+](C)C)C.F[P-](F)(F)(F)(F)F. Product: [Br:1][C:2]1[CH:7]=[CH:6][C:5](/[C:8](=[N:22]\[O:23][CH2:24][CH3:25])/[CH:9]2[CH2:10][CH2:11][N:12]([C:15]3([CH3:21])[CH2:20][CH2:19][N:18]([C:36]([C:34]4[CH:33]=[CH:32][CH:31]=[C:30]5[C:35]=4[N:26]=[CH:27][CH:28]=[CH:29]5)=[O:37])[CH2:17][CH2:16]3)[CH2:13][CH2:14]2)=[CH:4][CH:3]=1. The catalyst class is: 3. (2) Reactant: [NH2:1][C:2]1[CH:3]=[C:4]([CH:7]=[CH:8][CH:9]=1)[C:5]#[N:6].Cl[CH2:11][C:12]([N:14]1[CH2:19][CH2:18][CH:17]([CH2:20][C:21]2[CH:26]=[CH:25][C:24]([F:27])=[CH:23][CH:22]=2)[CH2:16][CH2:15]1)=[O:13]. Product: [F:27][C:24]1[CH:25]=[CH:26][C:21]([CH2:20][CH:17]2[CH2:18][CH2:19][N:14]([C:12](=[O:13])[CH2:11][NH:1][C:2]3[CH:3]=[C:4]([CH:7]=[CH:8][CH:9]=3)[C:5]#[N:6])[CH2:15][CH2:16]2)=[CH:22][CH:23]=1. The catalyst class is: 27.